Task: Predict the reactants needed to synthesize the given product.. Dataset: Full USPTO retrosynthesis dataset with 1.9M reactions from patents (1976-2016) The reactants are: C(OC[N:9]1[C:13]2[N:14]=[N:15][CH:16]=[C:17]([C:18]3[CH:19]=[N:20][N:21]([CH:23]([CH2:27][CH:28]4[CH2:30][CH2:29]4)[CH2:24][C:25]#[N:26])[CH:22]=3)[C:12]=2[CH:11]=[CH:10]1)(=O)C(C)(C)C.[OH-].[Na+]. Given the product [N:14]1[C:13]2[NH:9][CH:10]=[CH:11][C:12]=2[C:17]([C:18]2[CH:19]=[N:20][N:21]([CH:23]([CH2:27][CH:28]3[CH2:30][CH2:29]3)[CH2:24][C:25]#[N:26])[CH:22]=2)=[CH:16][N:15]=1, predict the reactants needed to synthesize it.